From a dataset of Catalyst prediction with 721,799 reactions and 888 catalyst types from USPTO. Predict which catalyst facilitates the given reaction. (1) Reactant: [O:1]1[CH2:6][CH2:5][N:4]([C:7]([C:9]2[N:10]=[C:11]([N:14]3[CH2:17][CH:16](OS(C)(=O)=O)[CH2:15]3)[S:12][CH:13]=2)=[O:8])[CH2:3][CH2:2]1.[C:23]([O-:26])(=[S:25])[CH3:24].[K+]. Product: [C:23]([S:25][CH:16]1[CH2:15][N:14]([C:11]2[S:12][CH:13]=[C:9]([C:7]([N:4]3[CH2:3][CH2:2][O:1][CH2:6][CH2:5]3)=[O:8])[N:10]=2)[CH2:17]1)(=[O:26])[CH3:24]. The catalyst class is: 9. (2) Reactant: [CH3:1][C:2]([C:4]1[CH:9]=[CH:8][C:7]([N:10]2[CH2:14][CH2:13][CH2:12][CH2:11]2)=[CH:6][CH:5]=1)=[O:3].CC[O-].[Na+].[C:19](OCC)(=[O:25])[C:20]([O:22][CH2:23][CH3:24])=[O:21]. Product: [CH2:23]([O:22][C:20](=[O:21])[C:19](=[O:25])[CH2:1][C:2](=[O:3])[C:4]1[CH:9]=[CH:8][C:7]([N:10]2[CH2:14][CH2:13][CH2:12][CH2:11]2)=[CH:6][CH:5]=1)[CH3:24]. The catalyst class is: 13. (3) Reactant: [CH3:1][C:2]1[CH:3]=[C:4]([CH:8]=[C:9]([CH3:12])[C:10]=1[OH:11])[C:5]([OH:7])=[O:6].S(Cl)(Cl)=O.[C:17](=O)(O)[O-].[Na+]. Product: [CH3:17][O:6][C:5](=[O:7])[C:4]1[CH:8]=[C:9]([CH3:12])[C:10]([OH:11])=[C:2]([CH3:1])[CH:3]=1. The catalyst class is: 5. (4) Reactant: [C:1]([CH2:3][CH:4]([N:26]1[CH:30]=[C:29]([C:31]2[C:32]3[CH:39]=[CH:38][N:37](COCC[Si](C)(C)C)[C:33]=3[N:34]=[CH:35][N:36]=2)[CH:28]=[N:27]1)[CH2:5][N:6]1[CH2:11][CH2:10][N:9]([C:12]([C:14]2[CH:21]=[CH:20][C:17]([C:18]#[N:19])=[CH:16][C:15]=2[F:22])=[O:13])[CH2:8][CH:7]1[CH:23]([F:25])[F:24])#[N:2].C(O)(C(F)(F)F)=O. Product: [C:1]([CH2:3][CH:4]([N:26]1[CH:30]=[C:29]([C:31]2[C:32]3[CH:39]=[CH:38][NH:37][C:33]=3[N:34]=[CH:35][N:36]=2)[CH:28]=[N:27]1)[CH2:5][N:6]1[CH2:11][CH2:10][N:9]([C:12]([C:14]2[CH:21]=[CH:20][C:17]([C:18]#[N:19])=[CH:16][C:15]=2[F:22])=[O:13])[CH2:8][CH:7]1[CH:23]([F:24])[F:25])#[N:2]. The catalyst class is: 2. (5) Reactant: CCN(C(C)C)C(C)C.Cl.[C@H:11]12[N:18]([C:19]([O:21][C:22]([CH3:25])([CH3:24])[CH3:23])=[O:20])[C@H:15]([CH2:16][CH2:17]1)[CH2:14][NH:13][CH2:12]2.[CH3:26][O:27][C:28]1[CH:33]=[CH:32][C:31]([N:34]=[C:35]=[O:36])=[CH:30][CH:29]=1. Product: [CH3:26][O:27][C:28]1[CH:33]=[CH:32][C:31]([NH:34][C:35]([N:13]2[CH2:14][C@@H:15]3[N:18]([C:19]([O:21][C:22]([CH3:25])([CH3:24])[CH3:23])=[O:20])[C@@H:11]([CH2:17][CH2:16]3)[CH2:12]2)=[O:36])=[CH:30][CH:29]=1. The catalyst class is: 2. (6) Reactant: [Si:1](Cl)([C:4]([CH3:7])([CH3:6])[CH3:5])([CH3:3])[CH3:2].[Br:9][C:10]1[CH:11]=[C:12]([CH2:16][CH2:17][CH2:18][OH:19])[CH:13]=[CH:14][CH:15]=1.C(N(CC)CC)C. The catalyst class is: 79. Product: [Br:9][C:10]1[CH:11]=[C:12]([CH2:16][CH2:17][CH2:18][O:19][Si:1]([C:4]([CH3:7])([CH3:6])[CH3:5])([CH3:3])[CH3:2])[CH:13]=[CH:14][CH:15]=1. (7) The catalyst class is: 6. Reactant: C([O:3][C:4]([C:6]1[CH:7]([C:26]([F:29])([F:28])[F:27])[O:8][C:9]2[C:14]([CH:15]=1)=[CH:13][C:12]([Cl:16])=[CH:11][C:10]=2[C:17]#[C:18][C:19]1[CH:24]=[CH:23][CH:22]=[C:21]([F:25])[CH:20]=1)=[O:5])C.C1COCC1.CCO.O.O[Li].O.Cl. Product: [Cl:16][C:12]1[CH:13]=[C:14]2[C:9](=[C:10]([C:17]#[C:18][C:19]3[CH:24]=[CH:23][CH:22]=[C:21]([F:25])[CH:20]=3)[CH:11]=1)[O:8][CH:7]([C:26]([F:28])([F:29])[F:27])[C:6]([C:4]([OH:5])=[O:3])=[CH:15]2.